This data is from Forward reaction prediction with 1.9M reactions from USPTO patents (1976-2016). The task is: Predict the product of the given reaction. Given the reactants [CH3:1][O:2][CH2:3][C@@H:4]([O:6][C:7]1[CH:8]=[C:9]([C:24]2[NH:28][N:27]=[C:26]([O:29][CH2:30][C:31](O)=[O:32])[CH:25]=2)[CH:10]=[C:11]([O:13][C:14]2[CH:19]=[CH:18][C:17]([S:20]([CH3:23])(=[O:22])=[O:21])=[CH:16][CH:15]=2)[CH:12]=1)[CH3:5].[NH:34]1[CH2:39][CH2:38][O:37][CH2:36][CH2:35]1.Cl.CN(C)CCCN=C=NCC.ON1C2C=CC=CC=2N=N1, predict the reaction product. The product is: [CH3:1][O:2][CH2:3][C@@H:4]([O:6][C:7]1[CH:8]=[C:9]([C:24]2[NH:28][N:27]=[C:26]([O:29][CH2:30][C:31]([N:34]3[CH2:39][CH2:38][O:37][CH2:36][CH2:35]3)=[O:32])[CH:25]=2)[CH:10]=[C:11]([O:13][C:14]2[CH:15]=[CH:16][C:17]([S:20]([CH3:23])(=[O:21])=[O:22])=[CH:18][CH:19]=2)[CH:12]=1)[CH3:5].